The task is: Predict which catalyst facilitates the given reaction.. This data is from Catalyst prediction with 721,799 reactions and 888 catalyst types from USPTO. (1) Reactant: [C:1]([O:5][C:6]([N:8]1[CH2:13][CH2:12][CH:11]=[C:10]([CH2:14]O)[CH2:9]1)=[O:7])([CH3:4])([CH3:3])[CH3:2].C([O-])([O-])OCC.[N+](C1C=C([N+]([O-])=O)C=CC=1O)([O-])=O.[C:35]([O:38][CH2:39][CH3:40])(=[O:37])[CH3:36]. Product: [CH2:39]([O:38][C:35](=[O:37])[CH2:36][CH:11]1[CH2:12][CH2:13][N:8]([C:6]([O:5][C:1]([CH3:2])([CH3:3])[CH3:4])=[O:7])[CH2:9][C:10]1=[CH2:14])[CH3:40]. The catalyst class is: 113. (2) Reactant: [F:1][C:2]([F:33])([F:32])[C:3]([NH:5][C@@H:6]1[CH2:31][CH2:30][N:9]2[C:10]3[CH:23]=[CH:22][C:21]([C:24]4N=NN(C)[N:28]=4)=[CH:20][C:11]=3[C@H:12]([CH3:19])[C:13]3[CH:18]=[CH:17][CH:16]=[CH:15][C:14]=3[C@H:8]2[CH2:7]1)=[O:4].O.[CH:35]1[CH:36]=CC([As]([C:35]2[CH:36]=CC=[CH:39][CH:40]=2)[C:35]2[CH:36]=CC=[CH:39][CH:40]=2)=[CH:39][CH:40]=1.BrC1C=CC=CN=1. Product: [F:32][C:2]([F:1])([F:33])[C:3]([NH:5][C@@H:6]1[CH2:31][CH2:30][N:9]2[C:10]3[CH:23]=[CH:22][C:21]([C:24]4[CH:39]=[CH:40][CH:35]=[CH:36][N:28]=4)=[CH:20][C:11]=3[C@H:12]([CH3:19])[C:13]3[CH:18]=[CH:17][CH:16]=[CH:15][C:14]=3[C@H:8]2[CH2:7]1)=[O:4]. The catalyst class is: 12.